Dataset: Forward reaction prediction with 1.9M reactions from USPTO patents (1976-2016). Task: Predict the product of the given reaction. Given the reactants Br[C:2]1[CH:11]=[CH:10][CH:9]=[C:8]2[C:3]=1[CH:4]=[CH:5][C:6]([S:12]([N:15]([CH2:21][C:22]1[CH:27]=[CH:26][C:25]([O:28][CH3:29])=[CH:24][C:23]=1[O:30][CH3:31])[C:16]1[S:20][N:19]=[CH:18][N:17]=1)(=[O:14])=[O:13])=[CH:7]2.CC1(C)C2[C:54](=C(P(C3C=CC=CC=3)C3C=CC=CC=3)C=CC=2)[O:53][C:35]2C(P(C3C=CC=CC=3)C3C=CC=CC=3)=CC=CC1=2.C(N(CC)CC)C.C[OH:82], predict the reaction product. The product is: [CH3:31][O:30][C:23]1[CH:24]=[C:25]([O:28][CH3:29])[CH:26]=[CH:27][C:22]=1[CH2:21][N:15]([C:16]1[S:20][N:19]=[CH:18][N:17]=1)[S:12]([C:6]1[CH:7]=[C:8]2[C:3](=[CH:4][CH:5]=1)[C:2]([C:35]([O:53][CH3:54])=[O:82])=[CH:11][CH:10]=[CH:9]2)(=[O:13])=[O:14].